From a dataset of Reaction yield outcomes from USPTO patents with 853,638 reactions. Predict the reaction yield, written as a fraction of the theoretical maximum amount of product (1.0 means a 100% yield; for example, 0.34 means a 34% yield). (1) The reactants are CC(OC(/N=N/C(OC(C)C)=O)=O)C.[Cl:15][C:16]1[C:17]([OH:26])=[C:18]([C:23](=[O:25])[CH3:24])[CH:19]=[CH:20][C:21]=1[OH:22].O[CH2:28][C:29]1[CH:34]=[CH:33][C:32]([CH:35]([O:44][CH:45]2[CH2:50][CH2:49][CH2:48][CH2:47][O:46]2)[C:36]2[CH:37]=[C:38]([CH:41]=[CH:42][CH:43]=2)[C:39]#[N:40])=[CH:31][CH:30]=1.C1(P(C2C=CC=CC=2)C2C=CC=CC=2)C=CC=CC=1. The catalyst is O1CCCC1. The product is [C:23]([C:18]1[CH:19]=[CH:20][C:21]([O:22][CH2:28][C:29]2[CH:30]=[CH:31][C:32]([CH:35]([O:44][CH:45]3[CH2:50][CH2:49][CH2:48][CH2:47][O:46]3)[C:36]3[CH:37]=[C:38]([CH:41]=[CH:42][CH:43]=3)[C:39]#[N:40])=[CH:33][CH:34]=2)=[C:16]([Cl:15])[C:17]=1[OH:26])(=[O:25])[CH3:24]. The yield is 0.980. (2) The reactants are F[C:2]1[CH:9]=[CH:8][C:7]([CH:10]=[O:11])=[CH:6][C:3]=1[C:4]#[N:5].C([O-])([O-])=O.[K+].[K+].[N+:18]([C:21]1[N:25]=[CH:24][NH:23][N:22]=1)([O-:20])=[O:19]. The catalyst is CN(C=O)C.O. The product is [CH:10]([C:7]1[CH:8]=[CH:9][C:2]([N:23]2[CH:24]=[N:25][C:21]([N+:18]([O-:20])=[O:19])=[N:22]2)=[C:3]([CH:6]=1)[C:4]#[N:5])=[O:11]. The yield is 0.450. (3) The catalyst is ClCCl. The reactants are [CH2:1]([NH:3][C:4]([NH:6][CH2:7][CH2:8][CH2:9][N:10]1[CH2:14][CH2:13][CH2:12][CH2:11]1)=O)[CH3:2].C(N(CC)CC)C.C1(C)C=CC(S(Cl)(=O)=O)=CC=1. The yield is 0.670. The product is [N:10]1([CH2:9][CH2:8][CH2:7][N:6]=[C:4]=[N:3][CH2:1][CH3:2])[CH2:14][CH2:13][CH2:12][CH2:11]1. (4) The reactants are [CH:1]([O:4][C:5]([N:7]1[CH2:12][CH2:11][CH:10]([O:13][C:14]2[C:19]([CH3:20])=[C:18](Cl)[N:17]=[CH:16][N:15]=2)[CH2:9][CH2:8]1)=[O:6])([CH3:3])[CH3:2].CC(C)([O-])C.[Na+].[I:28][C:29]1[CH:35]=[CH:34][C:32]([NH2:33])=[C:31]([F:36])[CH:30]=1. The catalyst is O1CCOCC1.C([O-])(=O)C.[Pd+2].C([O-])(=O)C.C1(C2C=CC=CC=2)C=CC=C(P(C(C)(C)C)C(C)(C)C)C=1. The product is [CH:1]([O:4][C:5]([N:7]1[CH2:12][CH2:11][CH:10]([O:13][C:14]2[C:19]([CH3:20])=[C:18]([NH:33][C:32]3[CH:34]=[CH:35][C:29]([I:28])=[CH:30][C:31]=3[F:36])[N:17]=[CH:16][N:15]=2)[CH2:9][CH2:8]1)=[O:6])([CH3:3])[CH3:2]. The yield is 0.470. (5) The reactants are [C:1]1([C:7]2[N:8]=[C:9]3[CH:14]=[C:13]([NH:15][C:16](=[O:22])[O:17][C:18]([CH3:21])([CH3:20])[CH3:19])[CH:12]=[CH:11][N:10]3[CH:23]=2)[CH:6]=[CH:5][CH:4]=[CH:3][CH:2]=1.[H-].[Na+].Br[CH2:27][CH2:28][F:29]. The catalyst is CN(C=O)C.ClCCl. The product is [F:29][CH2:28][CH2:27][N:15]([C:13]1[CH:12]=[CH:11][N:10]2[CH:23]=[C:7]([C:1]3[CH:2]=[CH:3][CH:4]=[CH:5][CH:6]=3)[N:8]=[C:9]2[CH:14]=1)[C:16](=[O:22])[O:17][C:18]([CH3:19])([CH3:20])[CH3:21]. The yield is 0.640. (6) The reactants are [CH3:1][O:2][N:3]([CH3:17])[C:4]1[CH:14]=[C:13]([NH:15][CH3:16])[C:7]([C:8](OCC)=[O:9])=[CH:6][N:5]=1.[H-].[H-].[H-].[H-].[Li+].[Al+3]. The catalyst is C1COCC1. The product is [CH3:1][O:2][N:3]([CH3:17])[C:4]1[N:5]=[CH:6][C:7]([CH2:8][OH:9])=[C:13]([NH:15][CH3:16])[CH:14]=1. The yield is 0.776. (7) The reactants are [CH3:1][O:2][C:3]1[CH:4]=[C:5]2[C:10](=[CH:11][C:12]=1[O:13][CH3:14])[N:9]=[CH:8][N:7]=[C:6]2[O:15][C:16]1[C:17]([F:24])=[CH:18][C:19]([F:23])=[C:20]([CH:22]=1)[NH2:21].[F:25][C:26]([C:29]1[CH:33]=[C:32]([NH:34][C:35](=O)[O:36]C2C=CC=CC=2)[O:31][N:30]=1)([CH3:28])[CH3:27].C(N(C(C)C)CC)(C)C. The catalyst is CN(C=O)C.CN(C)C1C=CN=CC=1. The product is [CH3:1][O:2][C:3]1[CH:4]=[C:5]2[C:10](=[CH:11][C:12]=1[O:13][CH3:14])[N:9]=[CH:8][N:7]=[C:6]2[O:15][C:16]1[C:17]([F:24])=[CH:18][C:19]([F:23])=[C:20]([NH:21][C:35]([NH:34][C:32]2[O:31][N:30]=[C:29]([C:26]([F:25])([CH3:27])[CH3:28])[CH:33]=2)=[O:36])[CH:22]=1. The yield is 0.310. (8) The product is [Cl:2][C:3]1[CH:10]=[CH:9][C:6](/[CH:7]=[C:11](/[C:14]2[CH:19]=[CH:18][CH:17]=[CH:16][CH:15]=2)\[CH3:12])=[CH:5][CH:4]=1. The reactants are [Mg].[Cl:2][C:3]1[CH:10]=[CH:9][C:6]([CH2:7]Cl)=[CH:5][CH:4]=1.[C:11]([C:14]1[CH:19]=[CH:18][CH:17]=[CH:16][CH:15]=1)(=O)[CH3:12].Cl.O.C1(C)C=CC(S(O)(=O)=O)=CC=1. The catalyst is C1C=CC=CC=1.O.C(OCC)C. The yield is 0.510.